The task is: Predict the reactants needed to synthesize the given product.. This data is from Full USPTO retrosynthesis dataset with 1.9M reactions from patents (1976-2016). (1) The reactants are: [F:1][C:2]([F:7])([F:6])[C:3]([O-:5])=[O:4].[NH2:8][C:9]([C:11]1[C:19]2[C:15](=[C:16](F)[N:17]([CH:20]3[CH2:24][CH2:23][NH2+:22][CH2:21]3)[N:18]=2)[CH:14]=CC=1)=[O:10].[CH3:26]C(O)=O.C=O. Given the product [F:1][C:2]([F:7])([F:6])[C:3]([O-:5])=[O:4].[NH2:8][C:9]([C:11]1[C:19]2[C:15](=[CH:16][N:17]([CH:20]3[CH2:24][CH2:23][NH+:22]([CH3:26])[CH2:21]3)[N:18]=2)[CH:14]=[C:2]([F:7])[CH:3]=1)=[O:10], predict the reactants needed to synthesize it. (2) Given the product [NH2:57][C:54]1[CH:55]=[CH:56][C:51]([CH2:50][N:47]2[CH2:48][CH2:49][N:45]([C@@H:3]([C:2]([CH3:62])([CH3:61])[CH3:1])[C:4]([NH:6][C@@H:7]([CH2:38][C:39]3[CH:44]=[CH:43][CH:42]=[CH:41][CH:40]=3)[C@@H:8]([OH:37])[CH2:9][C@@H:10]([NH:24][C:25]([C@@H:27]([NH:32][C:33](=[O:36])[O:34][CH3:35])[C:28]([CH3:30])([CH3:29])[CH3:31])=[O:26])[CH2:11][C:12]3[CH:17]=[CH:16][C:15]([C:18]4[CH:23]=[CH:22][CH:21]=[CH:20][N:19]=4)=[CH:14][CH:13]=3)=[O:5])[C:46]2=[O:60])=[CH:52][CH:53]=1, predict the reactants needed to synthesize it. The reactants are: [CH3:1][C:2]([CH3:62])([CH3:61])[C@H:3]([N:45]1[CH2:49][CH2:48][N:47]([CH2:50][C:51]2[CH:56]=[CH:55][C:54]([N+:57]([O-])=O)=[CH:53][CH:52]=2)[C:46]1=[O:60])[C:4]([NH:6][C@@H:7]([CH2:38][C:39]1[CH:44]=[CH:43][CH:42]=[CH:41][CH:40]=1)[C@@H:8]([OH:37])[CH2:9][C@@H:10]([NH:24][C:25]([C@@H:27]([NH:32][C:33](=[O:36])[O:34][CH3:35])[C:28]([CH3:31])([CH3:30])[CH3:29])=[O:26])[CH2:11][C:12]1[CH:17]=[CH:16][C:15]([C:18]2[CH:23]=[CH:22][CH:21]=[CH:20][N:19]=2)=[CH:14][CH:13]=1)=[O:5].